Dataset: Full USPTO retrosynthesis dataset with 1.9M reactions from patents (1976-2016). Task: Predict the reactants needed to synthesize the given product. (1) Given the product [ClH:25].[ClH:25].[CH2:26]([NH:1][CH2:2][CH2:3][CH2:4][C:5]1[CH:14]=[CH:13][C:12]2[C:7](=[CH:8][CH:9]=[C:10]([Cl:25])[C:11]=2[NH:15][C:16](=[O:24])[CH2:17][CH:18]2[CH2:23][CH2:22][CH2:21][CH2:20][CH2:19]2)[N:6]=1)[CH2:27][CH2:28][CH3:29], predict the reactants needed to synthesize it. The reactants are: [NH2:1][CH2:2][CH2:3][CH2:4][C:5]1[CH:14]=[CH:13][C:12]2[C:7](=[CH:8][CH:9]=[C:10]([Cl:25])[C:11]=2[NH:15][C:16](=[O:24])[CH2:17][CH:18]2[CH2:23][CH2:22][CH2:21][CH2:20][CH2:19]2)[N:6]=1.[CH:26](=O)[CH2:27][CH2:28][CH3:29].C(O[BH-](OC(=O)C)OC(=O)C)(=O)C.[Na+]. (2) Given the product [CH2:17]([O:16][C:14](=[O:15])[C:13](=[O:19])[CH:11]=[C:10]([CH:6]1[CH2:9][CH2:8][CH2:7]1)[OH:12])[CH3:18], predict the reactants needed to synthesize it. The reactants are: C(O)C.[H-].[Na+].[CH:6]1([C:10](=[O:12])[CH3:11])[CH2:9][CH2:8][CH2:7]1.[C:13](OCC)(=[O:19])[C:14]([O:16][CH2:17][CH3:18])=[O:15].S(=O)(=O)(O)O.O. (3) Given the product [CH3:1][C:2]([CH3:29])([CH3:28])[C:3]([O:5][C:6]1[CH:15]=[C:14]2[C:9]([C:10]([CH2:17][C:18](=[O:27])[NH:19][CH2:20][CH2:21][CH2:22][CH2:23][CH2:24][CH2:25][O:26][P:41]([N:40]([CH:48]([CH3:50])[CH3:49])[CH:37]([CH3:38])[CH3:39])[O:42][CH2:43][CH2:44][C:45]#[N:46])=[CH:11][C:12](=[O:16])[O:13]2)=[CH:8][CH:7]=1)=[O:4], predict the reactants needed to synthesize it. The reactants are: [CH3:1][C:2]([CH3:29])([CH3:28])[C:3]([O:5][C:6]1[CH:15]=[C:14]2[C:9]([C:10]([CH2:17][C:18](=[O:27])[NH:19][CH2:20][CH2:21][CH2:22][CH2:23][CH2:24][CH2:25][OH:26])=[CH:11][C:12](=[O:16])[O:13]2)=[CH:8][CH:7]=1)=[O:4].C(N(CC)CC)C.[CH:37]([N:40]([CH:48]([CH3:50])[CH3:49])[P:41](Cl)[O:42][CH2:43][CH2:44][C:45]#[N:46])([CH3:39])[CH3:38].CO. (4) The reactants are: [CH3:1][C:2]1[N:7]=[CH:6][C:5]2[N:8]=[N:9][N:10]([C:11]3[CH:16]=[CH:15][CH:14]=[CH:13][N:12]=3)[C:4]=2[CH:3]=1. Given the product [CH3:1][CH:2]1[NH:7][CH2:6][C:5]2[N:8]=[N:9][N:10]([C:11]3[CH:16]=[CH:15][CH:14]=[CH:13][N:12]=3)[C:4]=2[CH2:3]1, predict the reactants needed to synthesize it.